Dataset: Reaction yield outcomes from USPTO patents with 853,638 reactions. Task: Predict the reaction yield, written as a fraction of the theoretical maximum amount of product (1.0 means a 100% yield; for example, 0.34 means a 34% yield). (1) The reactants are C([O:5][C:6](=[O:40])[CH2:7][C@H:8]([NH:20][C:21](=[O:39])[C@@H:22]([NH:28][C:29](=[O:38])[C:30]1[CH:35]=[CH:34][CH:33]=[C:32]([O:36][CH3:37])[CH:31]=1)[CH2:23][C:24]([CH3:27])([CH3:26])[CH3:25])[CH2:9][N:10]1[C:18]2[C:13](=[CH:14][C:15]([F:19])=[CH:16][CH:17]=2)[CH2:12][CH2:11]1)(C)(C)C. The catalyst is C(O)(C(F)(F)F)=O.ClCCl.O. The product is [F:19][C:15]1[CH:14]=[C:13]2[C:18](=[CH:17][CH:16]=1)[N:10]([CH2:9][C@@H:8]([NH:20][C:21](=[O:39])[C@@H:22]([NH:28][C:29](=[O:38])[C:30]1[CH:35]=[CH:34][CH:33]=[C:32]([O:36][CH3:37])[CH:31]=1)[CH2:23][C:24]([CH3:27])([CH3:26])[CH3:25])[CH2:7][C:6]([OH:40])=[O:5])[CH2:11][CH2:12]2. The yield is 1.00. (2) The reactants are [Cl-].OCCC[N+](C)(C)C.[OH:10][CH2:11][C:12]([C@H:14]([C@@H:16]([C@@H:18]([CH2:20][OH:21])[OH:19])[OH:17])[OH:15])=[O:13].[OH-].[Na+].[Cl-].ClCC(O)C[N+](C)(C)C. No catalyst specified. The product is [OH:10][CH2:11][C:12]([C@H:14]([C@@H:16]([C@@H:18]([CH2:20][OH:21])[OH:19])[OH:17])[OH:15])=[O:13]. The yield is 1.00. (3) The reactants are [NH2:1][C:2]1[CH:3]=[N:4][N:5]([CH3:22])[C:6]=1[N:7]1[CH2:13][CH2:12][CH:11]([F:14])[CH:10]([NH:15]C(=O)C(F)(F)F)[CH2:9][CH2:8]1.C(OC([NH:30][C:31]1[S:35][C:34]([C:36]2[C:41]([F:42])=[CH:40][CH:39]=[CH:38][N:37]=2)=[N:33][C:32]=1[C:43](O)=[O:44])=O)(C)(C)C. No catalyst specified. The product is [NH2:30][C:31]1[S:35][C:34]([C:36]2[C:41]([F:42])=[CH:40][CH:39]=[CH:38][N:37]=2)=[N:33][C:32]=1[C:43]([NH:1][C:2]1[CH:3]=[N:4][N:5]([CH3:22])[C:6]=1[N:7]1[CH2:13][CH2:12][C@H:11]([F:14])[C@@H:10]([NH2:15])[CH2:9][CH2:8]1)=[O:44]. The yield is 0.720. (4) The reactants are Br[C:2]1[CH:3]=[C:4]([C:14]([NH:16][CH2:17][C:18]2[C:19](=[O:26])[NH:20][C:21]([CH3:25])=[CH:22][C:23]=2[CH3:24])=[O:15])[C:5]2[CH:10]=[N:9][N:8]([CH:11]([CH3:13])[CH3:12])[C:6]=2[N:7]=1.C([O-])([O-])=O.[K+].[K+].Cl.[NH:34]1[CH2:39][CH2:38][C:37](=[O:40])[CH2:36][CH2:35]1.O. The catalyst is CN(C=O)C.CO.C(Cl)Cl. The product is [CH3:24][C:23]1[CH:22]=[C:21]([CH3:25])[NH:20][C:19](=[O:26])[C:18]=1[CH2:17][NH:16][C:14]([C:4]1[C:5]2[CH:10]=[N:9][N:8]([CH:11]([CH3:13])[CH3:12])[C:6]=2[N:7]=[C:2]([N:34]2[CH2:39][CH2:38][C:37](=[O:40])[CH2:36][CH2:35]2)[CH:3]=1)=[O:15]. The yield is 0.288. (5) The reactants are [Br:1][C:2]1[CH:10]=[CH:9][C:5]([C:6](Cl)=[O:7])=[CH:4][CH:3]=1.[NH:11]1[CH2:15][CH2:14][CH2:13][CH2:12]1.C(N(CC)CC)C. The catalyst is ClCCl. The product is [Br:1][C:2]1[CH:10]=[CH:9][C:5]([C:6]([N:11]2[CH2:15][CH2:14][CH2:13][CH2:12]2)=[O:7])=[CH:4][CH:3]=1. The yield is 0.890.